Dataset: Drug-target binding data from BindingDB using IC50 measurements. Task: Regression. Given a target protein amino acid sequence and a drug SMILES string, predict the binding affinity score between them. We predict pIC50 (pIC50 = -log10(IC50 in M); higher means more potent). Dataset: bindingdb_ic50. (1) The target protein (Q8K409) has sequence MSKRKAPQETLNGGITDMLVELANFEKNVSQAIHKYNAYRKAASVIAKYPHKIKSGAEAKKLPGVGTKIAEKIDEFLATGKLRKLEKIRQDDTSSSINFLTRVTGIGPSAARKFVDEGIKTLEDLRKNEDKLNHHQRIGLKYFEDFEKRIPREEMLQMQDIVLNEIKKVDSEYIATVCGSFRRGAESSGDMDVLLTHPNFTSESSKQPKLLHRVVEQLQKVHFITDTLSKGETKFMGVCQLPSEKDGKEYPHRRIDIRLIPKDQYYCGVLYFTGSDIFNKNMRAHALEKGFTINEYTIRPLGVTGVAGEPLPVDSEQDIFDYIQWRYREPKDRSE. The compound is COC1/C=C/OC2(C)Oc3c(C)c(O)c4c(O)c(c([CH-]/N=[NH+]/c5ccc([N+](=O)[O-])cc5[N+](=O)[O-])cc4c3C2=O)NC(=O)/C(C)=C\C=C\C(C)C(O)C(C)C(O)C(C)C(OC(C)=O)C1C. The pIC50 is 10. (2) The small molecule is N#CC(N)CCCSC[C@H]1O[C@@H](n2cnc3c(N)ncnc32)[C@H](O)[C@@H]1O. The target protein sequence is MEAAHFFEGTEKLLEVWFSRQQPDANQGSGDLRTIPRSEWDILLKDVQCSIISVTKTDKQEAYVLSESSMFVSKRRFILKTCGTTLLLKALVPLLKLARDYSGFDSIQSFFYSRKNFMKPSHQGYPHRNFQEEIEFLNAIFPNGAAYCMGRMNSDCWYLYTLDFPESRVISQPDQTLEILMSELDPAVMDQFYMKDGVTAKDVTRESGIRDLIPGSVIDATMFNPCGYSMNGMKSDGTYWTIHITPEPEFSYVSFETNLSQTSYDDLIRKVVEVFKPGKFVTTLFVNQSSKCRTVLASPQKIEGFKRLDCQSAMFNDYNFVFTSFAKKQQQQQS. The pIC50 is 3.7.